Task: Predict the reaction yield, written as a fraction of the theoretical maximum amount of product (1.0 means a 100% yield; for example, 0.34 means a 34% yield).. Dataset: Reaction yield outcomes from USPTO patents with 853,638 reactions (1) The reactants are C([O:8][C:9]([C@:11]12[CH2:55][CH2:54][C@@H:53]([C:56]([CH3:58])=[CH2:57])[C@@H:12]1[C@@H:13]1[C@@:26]([CH3:29])([CH2:27][CH2:28]2)[C@@:25]2([CH3:30])[C@@H:16]([C@:17]3([CH3:52])[C@@H:22]([CH2:23][CH2:24]2)[C:21]([CH3:32])([CH3:31])[C:20]([C:33]2[CH2:51][C:35]4([CH2:38][C:37]([C:45]([O:47][CH:48]([CH3:50])[CH3:49])=[O:46])([C:39]([O:41][CH:42]([CH3:44])[CH3:43])=[O:40])[CH2:36]4)[CH:34]=2)=[CH:19][CH2:18]3)[CH2:15][CH2:14]1)=[O:10])C1C=CC=CC=1.C(N(CC)CC)C.[C:66]([SiH:70]([CH3:72])[CH3:71])([CH3:69])([CH3:68])[CH3:67]. The catalyst is ClCCCl.C([O-])(=O)C.[Pd+2].C([O-])(=O)C. The product is [Si:70]([O:10][C:9]([C@:11]12[CH2:55][CH2:54][C@@H:53]([C:56]([CH3:58])=[CH2:57])[C@@H:12]1[C@@H:13]1[C@@:26]([CH3:29])([CH2:27][CH2:28]2)[C@@:25]2([CH3:30])[C@@H:16]([C@:17]3([CH3:52])[C@@H:22]([CH2:23][CH2:24]2)[C:21]([CH3:31])([CH3:32])[C:20]([C:33]2[CH2:51][C:35]4([CH2:36][C:37]([C:39]([O:41][CH:42]([CH3:43])[CH3:44])=[O:40])([C:45]([O:47][CH:48]([CH3:50])[CH3:49])=[O:46])[CH2:38]4)[CH:34]=2)=[CH:19][CH2:18]3)[CH2:15][CH2:14]1)=[O:8])([C:66]([CH3:69])([CH3:68])[CH3:67])([CH3:72])[CH3:71]. The yield is 0.442. (2) The reactants are CS([C:4]1[O:5][C:6]2[C:11]([C:12](=[O:15])[C:13]=1[CH3:14])=[CH:10][CH:9]=[CH:8][CH:7]=2)=O.[NH2:16][CH2:17][C:18]1[CH:23]=[CH:22][C:21]([CH2:24][CH2:25][CH2:26][CH2:27][OH:28])=[CH:20][CH:19]=1.CN(C=O)C. The catalyst is C(#N)C. The product is [OH:28][CH2:27][CH2:26][CH2:25][CH2:24][C:21]1[CH:20]=[CH:19][C:18]([CH2:17][NH:16][C:4]2[O:5][C:6]3[C:11]([C:12](=[O:15])[C:13]=2[CH3:14])=[CH:10][CH:9]=[CH:8][CH:7]=3)=[CH:23][CH:22]=1. The yield is 0.200. (3) The reactants are Cl[C:2]1[CH:7]=[C:6]([NH:8][C:9]2[CH:19]=[CH:18][CH:17]=[CH:16][C:10]=2[C:11]([NH:13][O:14][CH3:15])=[O:12])[C:5]([Cl:20])=[CH:4][N:3]=1.[CH3:21][N:22]1[C:26]([CH3:27])=[C:25]([NH2:28])[CH:24]=[N:23]1.C(=O)([O-])[O-].[Cs+].[Cs+].C1C=CC(P(C2C(C3C(P(C4C=CC=CC=4)C4C=CC=CC=4)=CC=C4C=3C=CC=C4)=C3C(C=CC=C3)=CC=2)C2C=CC=CC=2)=CC=1. The catalyst is C([O-])(=O)C.[Pd+2].C([O-])(=O)C.O1CCOCC1.C1COCC1. The product is [Cl:20][C:5]1[C:6]([NH:8][C:9]2[CH:19]=[CH:18][CH:17]=[CH:16][C:10]=2[C:11]([NH:13][O:14][CH3:15])=[O:12])=[CH:7][C:2]([NH:28][C:25]2[CH:24]=[N:23][N:22]([CH3:21])[C:26]=2[CH3:27])=[N:3][CH:4]=1. The yield is 0.0730.